Regression. Given a peptide amino acid sequence and an MHC pseudo amino acid sequence, predict their binding affinity value. This is MHC class I binding data. From a dataset of Peptide-MHC class I binding affinity with 185,985 pairs from IEDB/IMGT. (1) The peptide sequence is SLFTEQAFY. The MHC is HLA-A02:06 with pseudo-sequence HLA-A02:06. The binding affinity (normalized) is 0.0847. (2) The peptide sequence is NFGTIILNK. The MHC is HLA-A33:01 with pseudo-sequence HLA-A33:01. The binding affinity (normalized) is 0.322. (3) The peptide sequence is MGMNAYFAY. The MHC is HLA-B35:01 with pseudo-sequence HLA-B35:01. The binding affinity (normalized) is 1.00. (4) The MHC is Mamu-B01 with pseudo-sequence Mamu-B01. The binding affinity (normalized) is 0. The peptide sequence is RLCAYCCNI. (5) The peptide sequence is YKSRCYVGL. The MHC is HLA-A25:01 with pseudo-sequence HLA-A25:01. The binding affinity (normalized) is 0.0847. (6) The peptide sequence is PTSIPLAYF. The MHC is Mamu-A11 with pseudo-sequence Mamu-A11. The binding affinity (normalized) is 0. (7) The peptide sequence is WRFDSRLAF. The MHC is HLA-A11:01 with pseudo-sequence HLA-A11:01. The binding affinity (normalized) is 0. (8) The peptide sequence is ILLIPLSLL. The MHC is H-2-Kb with pseudo-sequence H-2-Kb. The binding affinity (normalized) is 0.333.